The task is: Predict the reactants needed to synthesize the given product.. This data is from Full USPTO retrosynthesis dataset with 1.9M reactions from patents (1976-2016). (1) Given the product [CH:1]1([NH:6][C:7]2[N:12]=[C:11]([C:13]3[C:14]([C:32]4[CH:33]=[CH:34][C:35]([F:38])=[CH:36][CH:37]=4)=[N:15][N:16]4[CH:21]=[C:20]([C:22]([O:23][CH2:24][CH3:25])=[O:26])[CH:19]=[CH:18][C:17]=34)[CH:10]=[CH:9][N:8]=2)[CH2:2][CH2:3][CH2:4][CH2:5]1, predict the reactants needed to synthesize it. The reactants are: [CH:1]1([NH:6][C:7]2[N:12]=[C:11]([C:13]3[C:14]([C:32]4[CH:37]=[CH:36][C:35]([F:38])=[CH:34][CH:33]=4)=[N:15][N:16]4[CH:21]=[C:20]([C:22](OCC)([O:26]CC)[O:23][CH2:24][CH3:25])[CH:19]=[CH:18][C:17]=34)[CH:10]=[CH:9][N:8]=2)[CH2:5][CH2:4][CH2:3][CH2:2]1.O.C1(C)C=CC(S(O)(=O)=O)=CC=1.C(=O)(O)[O-].[Na+]. (2) Given the product [CH3:1][O:2][C:3]1[CH:11]=[C:10]2[C:6]([CH2:7][CH2:8][CH:9]2[OH:12])=[CH:5][CH:4]=1, predict the reactants needed to synthesize it. The reactants are: [CH3:1][O:2][C:3]1[CH:11]=[C:10]2[C:6]([CH2:7][CH2:8][C:9]2=[O:12])=[CH:5][CH:4]=1.[BH4-].[Na+].O.Cl.